This data is from CYP1A2 inhibition data for predicting drug metabolism from PubChem BioAssay. The task is: Regression/Classification. Given a drug SMILES string, predict its absorption, distribution, metabolism, or excretion properties. Task type varies by dataset: regression for continuous measurements (e.g., permeability, clearance, half-life) or binary classification for categorical outcomes (e.g., BBB penetration, CYP inhibition). Dataset: cyp1a2_veith. (1) The compound is Cn1c(SCC(=O)N2CCCC2)nnc1-c1ccc(S(=O)(=O)N2CCCC2)cc1. The result is 0 (non-inhibitor). (2) The molecule is COc1cccc(-c2ccc3ncnc(NCCNC(C)=O)c3c2)c1. The result is 1 (inhibitor). (3) The result is 0 (non-inhibitor). The compound is COCCNC(=S)N1C2CCC1CC(NC(=O)NC13CC4CC(CC(C4)C1)C3)C2. (4) The drug is CN1CCN(c2ncnc3ccc(-c4ccc(C(=O)N(C)C)cc4)cc23)CC1. The result is 0 (non-inhibitor). (5) The drug is CNc1ncnc2ccc(-c3ccccc3C#N)cc12. The result is 1 (inhibitor). (6) The molecule is N#Cc1cccc(-c2cc(-n3ccnc3)ncn2)c1. The result is 1 (inhibitor).